This data is from Full USPTO retrosynthesis dataset with 1.9M reactions from patents (1976-2016). The task is: Predict the reactants needed to synthesize the given product. (1) Given the product [F:22][C:23]1[CH:24]=[C:25]([NH:26][S:2]([C:5]2[CH:14]=[CH:13][C:12]3[NH:11][C:10](=[O:15])[C:9]4[NH:16][CH:17]=[CH:18][C:8]=4[C:7]=3[CH:6]=2)(=[O:3])=[O:4])[CH:27]=[CH:28][C:29]=1[F:30].[CH2:18]([C:19]([O-:21])=[O:20])[CH3:17], predict the reactants needed to synthesize it. The reactants are: Cl[S:2]([C:5]1[CH:14]=[CH:13][C:12]2[NH:11][C:10](=[O:15])[C:9]3[NH:16][CH:17]=[C:18]([C:19]([OH:21])=[O:20])[C:8]=3[C:7]=2[CH:6]=1)(=[O:4])=[O:3].[F:22][C:23]1[CH:24]=[C:25]([CH:27]=[CH:28][C:29]=1[F:30])[NH2:26]. (2) Given the product [CH2:15]([N:19]([CH2:20][CH3:21])[C:22]1[N:23]=[C:24]([CH3:30])[N:25]=[C:26]([CH:9]([C:2]2[C:3]([CH3:8])=[CH:4][C:5]([CH3:7])=[CH:6][C:1]=2[CH3:12])[C:10]#[N:11])[C:27]=1[CH3:28])[CH2:16][CH2:17][CH3:18], predict the reactants needed to synthesize it. The reactants are: [C:1]1([CH3:12])[CH:6]=[C:5]([CH3:7])[CH:4]=[C:3]([CH3:8])[C:2]=1[CH2:9][C:10]#[N:11].[H-].[Na+].[CH2:15]([N:19]([C:22]1[C:27]([CH3:28])=[C:26](Cl)[N:25]=[C:24]([CH3:30])[N:23]=1)[CH2:20][CH3:21])[CH2:16][CH2:17][CH3:18]. (3) Given the product [NH2:30][C:31]1[N:36]=[CH:35][C:34](/[CH:37]=[CH:38]/[C:39]([N:13]([CH2:12][C:4]2[C:3]3[C:7](=[CH:8][CH:9]=[CH:10][C:2]=3[F:1])[N:6]([CH3:11])[CH:5]=2)[CH3:14])=[O:41])=[CH:33][CH:32]=1, predict the reactants needed to synthesize it. The reactants are: [F:1][C:2]1[CH:10]=[CH:9][CH:8]=[C:7]2[C:3]=1[C:4]([CH2:12][NH:13][CH3:14])=[CH:5][N:6]2[CH3:11].CNCC1C2C=CC=CC=2N2CCCC=12.[NH2:30][C:31]1[N:36]=[CH:35][C:34](/[CH:37]=[CH:38]/[C:39]([OH:41])=O)=[CH:33][CH:32]=1.Cl.O=C1NC2N=CC(/C=C/C(O)=O)=CC=2CC1.